Dataset: Catalyst prediction with 721,799 reactions and 888 catalyst types from USPTO. Task: Predict which catalyst facilitates the given reaction. (1) Reactant: [NH2:1][C:2]1[CH:3]=[CH:4][C:5]2[C:14]3[C:9](=[N:10][CH:11]=[CH:12][CH:13]=3)[O:8][C:7](=[O:15])[C:6]=2[CH:16]=1.II. Product: [CH3:6][C:5]1([CH3:14])[CH:4]=[C:3]([CH3:2])[C:16]2[C:2](=[CH:3][CH:4]=[C:5]3[C:6]=2[C:7](=[O:15])[O:8][C:9]2[C:14]3=[CH:13][CH:12]=[CH:11][N:10]=2)[NH:1]1. The catalyst class is: 21. (2) Reactant: [C:1]1([C:7]2[C:11]3[N:12]=[CH:13][NH:14][C:15](=[O:16])[C:10]=3[S:9][N:8]=2)[CH:6]=[CH:5][CH:4]=[CH:3][CH:2]=1.C(=O)([O-])[O-].[Cs+].[Cs+].[O:23]1[C:25]2([CH2:30][CH2:29][N:28]([C:31]([O:33][C:34]([CH3:37])([CH3:36])[CH3:35])=[O:32])[CH2:27][CH2:26]2)[CH2:24]1. Product: [OH:23][C:25]1([CH2:24][N:14]2[C:15](=[O:16])[C:10]3[S:9][N:8]=[C:7]([C:1]4[CH:2]=[CH:3][CH:4]=[CH:5][CH:6]=4)[C:11]=3[N:12]=[CH:13]2)[CH2:26][CH2:27][N:28]([C:31]([O:33][C:34]([CH3:37])([CH3:36])[CH3:35])=[O:32])[CH2:29][CH2:30]1. The catalyst class is: 3. (3) Reactant: [Cl:1][C:2]1[CH:7]=[CH:6][CH:5]=[C:4]([Cl:8])[C:3]=1[C:9]1[CH:13]=[C:12]([C:14]2[CH:19]=[C:18]([NH:20][CH2:21][CH2:22][CH2:23][C:24]3[CH:42]=[CH:41][C:27]([CH2:28][P:29](=[O:40])([O:35][C:36]([CH3:39])([CH3:38])[CH3:37])[O:30][C:31]([CH3:34])([CH3:33])[CH3:32])=[CH:26][CH:25]=3)[CH:17]=[CH:16][N:15]=2)[O:11][N:10]=1.C(N(C(C)C)CC)(C)C.[Cl:52][CH:53]([Cl:57])[C:54](Cl)=[O:55]. Product: [Cl:52][CH:53]([Cl:57])[C:54]([N:20]([CH2:21][CH2:22][CH2:23][C:24]1[CH:25]=[CH:26][C:27]([CH2:28][P:29](=[O:40])([O:35][C:36]([CH3:39])([CH3:38])[CH3:37])[O:30][C:31]([CH3:34])([CH3:33])[CH3:32])=[CH:41][CH:42]=1)[C:18]1[CH:17]=[CH:16][N:15]=[C:14]([C:12]2[O:11][N:10]=[C:9]([C:3]3[C:4]([Cl:8])=[CH:5][CH:6]=[CH:7][C:2]=3[Cl:1])[CH:13]=2)[CH:19]=1)=[O:55]. The catalyst class is: 4. (4) The catalyst class is: 15. Reactant: [NH2:1][C:2]1[CH:7]=[CH:6][C:5]([C@@H:8]2[O:13][CH2:12][CH2:11][N:10]([C:14]([O:16][C:17]([CH3:20])([CH3:19])[CH3:18])=[O:15])[CH2:9]2)=[CH:4][CH:3]=1.N([O-])=O.[Na+].[N-:25]=[N+:26]=[N-].[Na+].C(OCC)(=O)C. Product: [N:1]([C:2]1[CH:7]=[CH:6][C:5]([C@@H:8]2[O:13][CH2:12][CH2:11][N:10]([C:14]([O:16][C:17]([CH3:20])([CH3:19])[CH3:18])=[O:15])[CH2:9]2)=[CH:4][CH:3]=1)=[N+:25]=[N-:26]. (5) Reactant: [Br:1][C:2]1[N:3]=[C:4](Cl)[C:5]([N:8]2[CH2:13][CH2:12][N:11]([C:14]([O:16][C:17]([CH3:20])([CH3:19])[CH3:18])=[O:15])[CH2:10][CH2:9]2)=[N:6][CH:7]=1.[OH-].[NH4+:23]. Product: [NH2:23][C:4]1[C:5]([N:8]2[CH2:13][CH2:12][N:11]([C:14]([O:16][C:17]([CH3:20])([CH3:19])[CH3:18])=[O:15])[CH2:10][CH2:9]2)=[N:6][CH:7]=[C:2]([Br:1])[N:3]=1. The catalyst class is: 6. (6) Reactant: [NH:1]1[C:9]2[C:4](=[CH:5][C:6]([C:10](=[O:12])[CH3:11])=[CH:7][CH:8]=2)[CH2:3][CH2:2]1.N1C=CC=CC=1.[C:19]1([S:25](Cl)(=[O:27])=[O:26])[CH:24]=[CH:23][CH:22]=[CH:21][CH:20]=1.C(OCC)(=O)C. Product: [C:19]1([S:25]([N:1]2[C:9]3[C:4](=[CH:5][C:6]([C:10](=[O:12])[CH3:11])=[CH:7][CH:8]=3)[CH2:3][CH2:2]2)(=[O:27])=[O:26])[CH:24]=[CH:23][CH:22]=[CH:21][CH:20]=1. The catalyst class is: 1. (7) Reactant: [Cl:1][C:2]1[C:10]([Cl:11])=[CH:9][C:5]([C:6](Cl)=[O:7])=[C:4]([F:12])[CH:3]=1.[NH2:13][C:14]1[CH:15]=[CH:16][C:17]([C:20]([O:22][CH3:23])=[O:21])=[N:18][CH:19]=1.N1C=CC=CC=1.Cl. Product: [Cl:1][C:2]1[C:10]([Cl:11])=[CH:9][C:5]([C:6]([NH:13][C:14]2[CH:15]=[CH:16][C:17]([C:20]([O:22][CH3:23])=[O:21])=[N:18][CH:19]=2)=[O:7])=[C:4]([F:12])[CH:3]=1. The catalyst class is: 665. (8) Reactant: [CH3:1][C:2]1[CH:9]=[C:8]([CH3:10])[CH:7]=[C:6]([CH3:11])[C:3]=1[CH:4]=[O:5].C(O[CH2:16][CH:17]=[CH2:18])(=O)C.O.CCN(CC)CC.CC1C(C)=C(C)C(C)=C(C)C=1C. Product: [C:2]1([CH3:1])[CH:9]=[C:8]([CH3:10])[CH:7]=[C:6]([CH3:11])[C:3]=1[CH:4]([OH:5])[CH2:18][CH:17]=[CH2:16]. The catalyst class is: 12.